From a dataset of Full USPTO retrosynthesis dataset with 1.9M reactions from patents (1976-2016). Predict the reactants needed to synthesize the given product. (1) Given the product [Cl:1][C:2]1[CH:7]=[CH:6][N:5]2[N:9]=[C:10]([CH:12]3[CH2:14][CH2:13]3)[CH:11]=[C:4]2[N:3]=1, predict the reactants needed to synthesize it. The reactants are: [Cl:1][C:2]1[CH:7]=[C:6](Cl)[N:5]2[N:9]=[C:10]([CH:12]3[CH2:14][CH2:13]3)[CH:11]=[C:4]2[N:3]=1. (2) Given the product [CH3:1][O:2][C:3]1[CH:10]=[CH:9][C:8]([N+:11]([O-:13])=[O:12])=[CH:7][C:4]=1[CH2:5][C:14]#[N:15], predict the reactants needed to synthesize it. The reactants are: [CH3:1][O:2][C:3]1[CH:10]=[CH:9][C:8]([N+:11]([O-:13])=[O:12])=[CH:7][C:4]=1[CH2:5]Br.[C-:14]#[N:15].[Na+].O.